From a dataset of Peptide-MHC class II binding affinity with 134,281 pairs from IEDB. Regression. Given a peptide amino acid sequence and an MHC pseudo amino acid sequence, predict their binding affinity value. This is MHC class II binding data. (1) The peptide sequence is DKLYERVKRQLRENAEED. The MHC is DRB1_0401 with pseudo-sequence DRB1_0401. The binding affinity (normalized) is 0. (2) The peptide sequence is TFYGSNPRGAAPDDH. The MHC is HLA-DQA10401-DQB10402 with pseudo-sequence HLA-DQA10401-DQB10402. The binding affinity (normalized) is 0.156. (3) The peptide sequence is MWEHAFYLQYKNVKV. The MHC is DRB1_0101 with pseudo-sequence DRB1_0101. The binding affinity (normalized) is 0.676. (4) The peptide sequence is SQDLELSWNLNGLQAY. The MHC is HLA-DQA10501-DQB10201 with pseudo-sequence HLA-DQA10501-DQB10201. The binding affinity (normalized) is 0.479. (5) The peptide sequence is TNEPTAAAIAYGLDR. The MHC is HLA-DQA10102-DQB10602 with pseudo-sequence HLA-DQA10102-DQB10602. The binding affinity (normalized) is 0.766. (6) The peptide sequence is AAVVRFQEAANKQKQ. The MHC is DRB1_0901 with pseudo-sequence DRB1_0901. The binding affinity (normalized) is 0.396. (7) The MHC is DRB1_0405 with pseudo-sequence DRB1_0405. The binding affinity (normalized) is 0.189. The peptide sequence is SSGKNEGTNIYNNNE.